Predict the product of the given reaction. From a dataset of Forward reaction prediction with 1.9M reactions from USPTO patents (1976-2016). (1) Given the reactants C(O[C:6]([N:8]1[CH2:12][C:11](=[N:13][O:14][CH3:15])[CH2:10][C@H:9]1[C:16]([OH:18])=O)=[O:7])(C)(C)C.[C:19]1([C:28]2[CH:33]=[CH:32][CH:31]=[CH:30][CH:29]=2)[CH:24]=[CH:23][C:22](C(Cl)=O)=[CH:21][CH:20]=1.[CH3:34][O:35][C:36]1[CH:37]=[C:38]([CH:41]=[CH:42][C:43]=1[O:44][CH3:45])[CH2:39][NH2:40], predict the reaction product. The product is: [C:28]1([C:19]2[CH:20]=[CH:21][CH:22]=[CH:23][CH:24]=2)[CH:29]=[CH:30][C:31]([C:6]([N:8]2[CH2:12][C:11](=[N:13][O:14][CH3:15])[CH2:10][C@H:9]2[C:16]([NH:40][CH2:39][C:38]2[CH:41]=[CH:42][C:43]([O:44][CH3:45])=[C:36]([O:35][CH3:34])[CH:37]=2)=[O:18])=[O:7])=[CH:32][CH:33]=1. (2) Given the reactants [S:1]1[CH:5]=[CH:4][CH:3]=[C:2]1[C:6]([NH:8][CH2:9][C:10]([OH:12])=[O:11])=O.[CH3:13][O:14][C:15]1[N:20]=[C:19]([CH:21]=O)[CH:18]=[CH:17][CH:16]=1.C([O-])(=O)C.[Na+].C(OC(=O)C)(=O)C, predict the reaction product. The product is: [CH3:13][O:14][C:15]1[N:20]=[C:19]([CH:21]=[C:9]2[C:10](=[O:11])[O:12][C:6]([C:2]3[S:1][CH:5]=[CH:4][CH:3]=3)=[N:8]2)[CH:18]=[CH:17][CH:16]=1.